This data is from Full USPTO retrosynthesis dataset with 1.9M reactions from patents (1976-2016). The task is: Predict the reactants needed to synthesize the given product. (1) Given the product [O:29]=[C:27]1[NH:12][C:11]2[C:10]([C:13]([F:14])([F:15])[F:16])=[CH:9][CH:8]=[C:3]([C:4]([O:6][CH3:7])=[O:5])[C:2]=2[NH:1]1, predict the reactants needed to synthesize it. The reactants are: [NH2:1][C:2]1[C:11]([NH2:12])=[C:10]([C:13]([F:16])([F:15])[F:14])[CH:9]=[CH:8][C:3]=1[C:4]([O:6][CH3:7])=[O:5].C(N(C(C)C)CC)(C)C.Cl[C:27](Cl)([O:29]C(=O)OC(Cl)(Cl)Cl)Cl. (2) Given the product [CH3:1][O:2][C:3]([C:5]1[CH:14]=[CH:13][C:8]2[N:9]=[C:10]([NH:26][C@H:22]([C:23](=[O:25])[NH:37][CH2:36][CH2:35][NH:34][C:31]3[CH:32]=[CH:33][C:28]([F:27])=[CH:29][CH:30]=3)[CH2:21][CH:18]3[CH2:17][CH2:16][CH2:15][CH2:20][CH2:19]3)[O:11][C:7]=2[CH:6]=1)=[O:4], predict the reactants needed to synthesize it. The reactants are: [CH3:1][O:2][C:3]([C:5]1[CH:14]=[CH:13][C:8]2[N:9]=[C:10](Cl)[O:11][C:7]=2[CH:6]=1)=[O:4].[CH2:15]1[CH2:20][CH2:19][CH:18]([CH2:21][C@H:22]([NH2:26])[C:23]([OH:25])=O)[CH2:17][CH2:16]1.[F:27][C:28]1[CH:33]=[CH:32][C:31]([NH:34][CH2:35][CH2:36][NH2:37])=[CH:30][CH:29]=1.